From a dataset of Catalyst prediction with 721,799 reactions and 888 catalyst types from USPTO. Predict which catalyst facilitates the given reaction. (1) Reactant: [Cl:1][C:2]1[CH:7]=[C:6](Cl)[N:5]=[C:4]([S:9][CH3:10])[N:3]=1.[CH3:11][O-:12].[Na+].Cl. Product: [Cl:1][C:2]1[CH:7]=[C:6]([O:12][CH3:11])[N:5]=[C:4]([S:9][CH3:10])[N:3]=1. The catalyst class is: 5. (2) Reactant: [Cl:1][C:2]1[CH:30]=[CH:29][C:5]([CH2:6][CH2:7][N:8]2[CH2:13][CH2:12][N:11]([C:14]3[CH:19]=[CH:18][C:17]4[C:20]5[CH2:21][NH:22][CH2:23][CH2:24][CH2:25][C:26]=5[O:27][C:16]=4[CH:15]=3)[C:10](=[O:28])[CH2:9]2)=[CH:4][CH:3]=1.Cl.CCOCC. Product: [ClH:1].[Cl:1][C:2]1[CH:30]=[CH:29][C:5]([CH2:6][CH2:7][N:8]2[CH2:13][CH2:12][N:11]([C:14]3[CH:19]=[CH:18][C:17]4[C:20]5[CH2:21][NH:22][CH2:23][CH2:24][CH2:25][C:26]=5[O:27][C:16]=4[CH:15]=3)[C:10](=[O:28])[CH2:9]2)=[CH:4][CH:3]=1. The catalyst class is: 5. (3) Reactant: C=O.[N:3]1([C:23]2[CH:28]=[CH:27][CH:26]=[CH:25][N:24]=2)[CH2:8][CH2:7][CH:6]([C:9]2[N:18]3[C:12]([CH2:13][NH:14][CH2:15][C:16]4[CH:22]=[CH:21][CH:20]=[CH:19][C:17]=43)=[N:11][N:10]=2)[CH2:5][CH2:4]1.[C:29](O[BH-](OC(=O)C)OC(=O)C)(=O)C.[Na+]. Product: [CH3:29][N:14]1[CH2:13][C:12]2[N:18]([C:9]([CH:6]3[CH2:7][CH2:8][N:3]([C:23]4[CH:28]=[CH:27][CH:26]=[CH:25][N:24]=4)[CH2:4][CH2:5]3)=[N:10][N:11]=2)[C:17]2[CH:19]=[CH:20][CH:21]=[CH:22][C:16]=2[CH2:15]1. The catalyst class is: 4.